Dataset: Forward reaction prediction with 1.9M reactions from USPTO patents (1976-2016). Task: Predict the product of the given reaction. (1) Given the reactants [CH:1]1[C:6]([Cl:7])=[CH:5][C:4]([OH:8])=[C:3]([O:9][C:10]2[CH:15]=[CH:14][C:13]([Cl:16])=[CH:12][C:11]=2[Cl:17])[CH:2]=1.C(N(CC)CC)C.[C:25](Cl)(=[O:28])[CH:26]=[CH2:27], predict the reaction product. The product is: [CH2:27]=[CH:26][C:25]([O:8][C:4]1[CH:5]=[C:6]([Cl:7])[CH:1]=[CH:2][C:3]=1[O:9][C:10]1[CH:15]=[CH:14][C:13]([Cl:16])=[CH:12][C:11]=1[Cl:17])=[O:28]. (2) The product is: [CH3:16][O:3][CH2:4][C:5]([NH:8][C:9](=[O:15])[O:10][C:11]([CH3:14])([CH3:13])[CH3:12])([CH3:6])[CH3:7]. Given the reactants [OH-].[K+].[OH:3][CH2:4][C:5]([NH:8][C:9](=[O:15])[O:10][C:11]([CH3:14])([CH3:13])[CH3:12])([CH3:7])[CH3:6].[CH2:16]1COCC1, predict the reaction product. (3) Given the reactants [NH2:1][C:2]1[CH:3]=[CH:4][CH:5]=[C:6]2[C:11]=1[CH2:10][C@H:9]([OH:12])[CH2:8][CH2:7]2.[F:13][C:14]([F:27])([F:26])[C:15]1[CH:25]=[CH:24][C:18]([O:19][CH2:20][C:21](O)=[O:22])=[CH:17][CH:16]=1, predict the reaction product. The product is: [OH:12][C@H:9]1[CH2:10][C:11]2[C:2]([NH:1][C:21](=[O:22])[CH2:20][O:19][C:18]3[CH:17]=[CH:16][C:15]([C:14]([F:26])([F:13])[F:27])=[CH:25][CH:24]=3)=[CH:3][CH:4]=[CH:5][C:6]=2[CH2:7][CH2:8]1. (4) The product is: [CH3:1][O:2][C:3]1[CH:15]=[C:14]([O:16][CH3:17])[CH:13]=[CH:12][C:4]=1[CH2:5][N:6]([C:7]1[S:11][N:10]=[CH:9][N:8]=1)[S:37]([C:30]1[CH:31]=[CH:32][C:33]([F:36])=[C:34]([F:35])[C:29]=1[F:28])(=[O:39])=[O:38]. Given the reactants [CH3:1][O:2][C:3]1[CH:15]=[C:14]([O:16][CH3:17])[CH:13]=[CH:12][C:4]=1[CH2:5][NH:6][C:7]1[S:11][N:10]=[CH:9][N:8]=1.C[Si]([N-][Si](C)(C)C)(C)C.[Li+].[F:28][C:29]1[C:34]([F:35])=[C:33]([F:36])[CH:32]=[CH:31][C:30]=1[S:37](Cl)(=[O:39])=[O:38], predict the reaction product. (5) Given the reactants Br[C:2]1[S:3][CH:4]=[C:5]([C:7]([O:9][CH2:10][CH3:11])=[O:8])[N:6]=1.C([O-])([O-])=O.[K+].[K+].[CH2:18]([SH:25])[C:19]1[CH:24]=[CH:23][CH:22]=[CH:21][CH:20]=1, predict the reaction product. The product is: [CH2:18]([S:25][C:2]1[S:3][CH:4]=[C:5]([C:7]([O:9][CH2:10][CH3:11])=[O:8])[N:6]=1)[C:19]1[CH:24]=[CH:23][CH:22]=[CH:21][CH:20]=1. (6) Given the reactants [F:1][C:2]1[C:3](=[O:24])[N:4]2[C:9](=[C:10]([C:21]([OH:23])=O)[C:11]=1[NH:12][C:13]1[CH:18]=[CH:17][C:16]([I:19])=[CH:15][C:14]=1[F:20])[CH2:8][CH2:7][CH2:6][CH2:5]2.C([O:29][CH2:30][CH2:31][O:32][NH2:33])(C)(C)C.ON1C2C=CC=CC=2N=N1.C(N=C=NCCCN(C)C)C.C(N(CC)CC)C, predict the reaction product. The product is: [F:1][C:2]1[C:3](=[O:24])[N:4]2[C:9](=[C:10]([C:21]([NH:33][O:32][CH2:31][CH2:30][OH:29])=[O:23])[C:11]=1[NH:12][C:13]1[CH:18]=[CH:17][C:16]([I:19])=[CH:15][C:14]=1[F:20])[CH2:8][CH2:7][CH2:6][CH2:5]2.